From a dataset of Full USPTO retrosynthesis dataset with 1.9M reactions from patents (1976-2016). Predict the reactants needed to synthesize the given product. (1) Given the product [Cl:16][CH2:17][CH2:18][CH2:19][CH2:20][CH2:21][N:22]1[C:23]2[C:28]([CH3:29])=[C:27]([CH3:30])[N:26]=[C:25]([O:31][C:32]3[CH:33]=[CH:34][CH:35]=[CH:36][CH:37]=3)[C:24]=2[N:38]=[C:3]1[CH3:4], predict the reactants needed to synthesize it. The reactants are: Cl.N1C=CC=[CH:4][CH:3]=1.C(OC)(OC)(OC)C.[Cl:16][CH2:17][CH2:18][CH2:19][CH2:20][CH2:21][NH:22][C:23]1[C:28]([CH3:29])=[C:27]([CH3:30])[N:26]=[C:25]([O:31][C:32]2[CH:37]=[CH:36][CH:35]=[CH:34][CH:33]=2)[C:24]=1[NH2:38]. (2) Given the product [CH3:19][O:13][C:12]([C:9]1[CH:8]=[CH:7][C:6]2[C:11](=[C:2]([Br:1])[CH:3]=[N:4][CH:5]=2)[N:10]=1)=[O:14], predict the reactants needed to synthesize it. The reactants are: [Br:1][C:2]1[CH:3]=[N:4][CH:5]=[C:6]2[C:11]=1[N:10]=[C:9]([C:12]([OH:14])=[O:13])[CH:8]=[CH:7]2.S(Cl)(Cl)=O.[CH3:19]O. (3) Given the product [CH2:1]([C:2]1[CH:7]=[CH:6][C:5]([C:8]2[CH:13]=[C:12]([O:14][C:15]3[CH:20]=[CH:19][CH:18]=[CH:17][N:16]=3)[CH:11]=[C:10]([C:21]([OH:23])=[O:22])[CH:9]=2)=[CH:4][CH:3]=1)[CH3:29], predict the reactants needed to synthesize it. The reactants are: [CH3:1][C:2]1[CH:7]=[CH:6][C:5]([C:8]2[CH:13]=[C:12]([O:14][C:15]3[CH:20]=[CH:19][CH:18]=[CH:17][N:16]=3)[CH:11]=[C:10]([C:21]([O:23]C)=[O:22])[CH:9]=2)=[CH:4][CH:3]=1.[OH-].[Li+].Cl.O1CCC[CH2:29]1. (4) Given the product [CH2:20]([O:22][P:23]([CH2:2][C:3]1[CH:8]=[CH:7][C:6]([NH:9][C:10](=[O:15])[C:11]([F:14])([F:13])[F:12])=[CH:5][C:4]=1[C:16]([F:19])([F:18])[F:17])(=[O:27])[O:24][CH2:25][CH3:26])[CH3:21], predict the reactants needed to synthesize it. The reactants are: Br[CH2:2][C:3]1[CH:8]=[CH:7][C:6]([NH:9][C:10](=[O:15])[C:11]([F:14])([F:13])[F:12])=[CH:5][C:4]=1[C:16]([F:19])([F:18])[F:17].[CH2:20]([O:22][P:23]([O:27]CC)[O:24][CH2:25][CH3:26])[CH3:21]. (5) Given the product [CH3:13][N:14]1[CH2:19][CH2:18][N:17]([C:2]2[CH:3]=[C:4]([CH2:8][C:9]([O:11][CH2:12][CH3:20])=[O:10])[CH:5]=[CH:6][CH:7]=2)[CH2:16][CH2:15]1, predict the reactants needed to synthesize it. The reactants are: Br[C:2]1[CH:3]=[C:4]([CH2:8][C:9]([O:11][CH3:12])=[O:10])[CH:5]=[CH:6][CH:7]=1.[CH3:13][N:14]1[CH2:19][CH2:18][NH:17][CH2:16][CH2:15]1.[C:20](=O)([O-])[O-].[Cs+].[Cs+]. (6) Given the product [Cl:1][C:2]1[C:3]([C:11]([F:14])([F:13])[F:12])=[C:4]([C:21]2[CH2:26][CH2:25][N:24]([C:27]([O:29][C:30]([CH3:33])([CH3:32])[CH3:31])=[O:28])[CH2:23][CH:22]=2)[CH:5]=[CH:6][CH:7]=1, predict the reactants needed to synthesize it. The reactants are: [Cl:1][C:2]1[C:3]([C:11]([F:14])([F:13])[F:12])=[C:4](B(O)O)[CH:5]=[CH:6][CH:7]=1.FC(F)(F)S(O[C:21]1[CH2:26][CH2:25][N:24]([C:27]([O:29][C:30]([CH3:33])([CH3:32])[CH3:31])=[O:28])[CH2:23][CH:22]=1)(=O)=O.C(=O)([O-])[O-].[Na+].[Na+].COCCOC. (7) Given the product [Cl:17][C:11]1[C:12]([N:14]([CH3:16])[CH3:15])=[CH:13][C:8]2[N:7]=[C:21]([C:22]3[CH:27]=[CH:26][CH:25]=[C:24]([N:28]4[CH:32]=[N:31][CH:30]=[N:29]4)[CH:23]=3)[CH2:20][C:19](=[O:34])[NH:18][C:9]=2[CH:10]=1, predict the reactants needed to synthesize it. The reactants are: C(OC(=O)[NH:7][C:8]1[CH:13]=[C:12]([N:14]([CH3:16])[CH3:15])[C:11]([Cl:17])=[CH:10][C:9]=1[NH:18][C:19](=[O:34])[CH2:20][C:21](=O)[C:22]1[CH:27]=[CH:26][CH:25]=[C:24]([N:28]2[CH:32]=[N:31][CH:30]=[N:29]2)[CH:23]=1)(C)(C)C.C(O)(C(F)(F)F)=O. (8) Given the product [O:30]1[CH2:31][CH:29]1[CH2:28][O:1][C:2]1[CH:7]=[CH:6][C:5]([C:8]2[N:12]([CH2:13][C:14]3[CH:19]=[CH:18][C:17]([C:20]([N:22]4[CH2:26][CH2:25][CH2:24][CH2:23]4)=[O:21])=[CH:16][CH:15]=3)[N:11]=[CH:10][CH:9]=2)=[CH:4][CH:3]=1, predict the reactants needed to synthesize it. The reactants are: [OH:1][C:2]1[CH:7]=[CH:6][C:5]([C:8]2[N:12]([CH2:13][C:14]3[CH:19]=[CH:18][C:17]([C:20]([N:22]4[CH2:26][CH2:25][CH2:24][CH2:23]4)=[O:21])=[CH:16][CH:15]=3)[N:11]=[CH:10][CH:9]=2)=[CH:4][CH:3]=1.Br[CH2:28][CH:29]1[CH2:31][O:30]1.C([O-])([O-])=O.[K+].[K+].